This data is from Reaction yield outcomes from USPTO patents with 853,638 reactions. The task is: Predict the reaction yield, written as a fraction of the theoretical maximum amount of product (1.0 means a 100% yield; for example, 0.34 means a 34% yield). (1) The reactants are [CH3:1][O:2][C:3]1[CH:12]=[CH:11][C:10]([S:13](=[O:16])(=[O:15])[NH2:14])=[CH:9][C:4]=1[C:5]([O:7]C)=[O:6].[OH-].[Na+].Cl. The catalyst is CO. The product is [CH3:1][O:2][C:3]1[CH:12]=[CH:11][C:10]([S:13](=[O:16])(=[O:15])[NH2:14])=[CH:9][C:4]=1[C:5]([OH:7])=[O:6]. The yield is 0.983. (2) The reactants are C[O:2][CH:3](OC)[CH2:4][N:5]1[C:13]2[C:8](=[CH:9][CH:10]=[CH:11][C:12]=2[C:14]([O:16][CH3:17])=[O:15])[CH:7]=[CH:6]1.Cl. The catalyst is C1COCC1. The product is [O:2]=[CH:3][CH2:4][N:5]1[C:13]2[C:8](=[CH:9][CH:10]=[CH:11][C:12]=2[C:14]([O:16][CH3:17])=[O:15])[CH:7]=[CH:6]1. The yield is 0.870. (3) The catalyst is C1COCC1. The yield is 0.620. The reactants are [F:1][C:2]1[CH:7]=[CH:6][CH:5]=[C:4]([F:8])[C:3]=1[N:9]1[C:14]2[N:15]=[C:16](S(C)=O)[N:17]=[C:18]([C:19]3[CH:20]=[C:21]([CH:32]=[CH:33][C:34]=3[CH3:35])[C:22]([NH:24][C:25]3[CH:30]=[CH:29][C:28]([F:31])=[CH:27][CH:26]=3)=[O:23])[C:13]=2[CH2:12][NH:11][C:10]1=[O:39].[CH2:40]([N:42]([CH2:47][CH3:48])[CH2:43][CH2:44][CH2:45][NH2:46])[CH3:41]. The product is [CH2:40]([N:42]([CH2:47][CH3:48])[CH2:43][CH2:44][CH2:45][NH:46][C:16]1[N:17]=[C:18]([C:19]2[CH:20]=[C:21]([CH:32]=[CH:33][C:34]=2[CH3:35])[C:22]([NH:24][C:25]2[CH:30]=[CH:29][C:28]([F:31])=[CH:27][CH:26]=2)=[O:23])[C:13]2[CH2:12][NH:11][C:10](=[O:39])[N:9]([C:3]3[C:2]([F:1])=[CH:7][CH:6]=[CH:5][C:4]=3[F:8])[C:14]=2[N:15]=1)[CH3:41]. (4) The reactants are [CH3:1][C:2]1[CH:13]=[CH:12][C:5]2[NH:6][C:7](=[O:11])[O:8][C:9](=[O:10])[C:4]=2[CH:3]=1.[H-].[Na+].[F:16][C:17]1[CH:24]=[CH:23][C:20]([CH2:21]Br)=[CH:19][CH:18]=1. The catalyst is CN(C=O)C. The product is [F:16][C:17]1[CH:24]=[CH:23][C:20]([CH2:21][N:6]2[C:5]3[CH:12]=[CH:13][C:2]([CH3:1])=[CH:3][C:4]=3[C:9](=[O:10])[O:8][C:7]2=[O:11])=[CH:19][CH:18]=1. The yield is 0.790. (5) The reactants are [CH3:1][O:2][C:3]([CH:5]1[CH:10]([NH2:11])[CH2:9][CH2:8][N:7]([C:12]([O:14][C:15]([CH3:18])([CH3:17])[CH3:16])=[O:13])[CH2:6]1)=[O:4].Cl.[CH3:20][C:21]1[CH:30]=[C:29]([CH2:31][O:32][C:33]2[CH:38]=[CH:37][C:36]([S:39](Cl)(=[O:41])=[O:40])=[CH:35][CH:34]=2)[C:28]2[C:23](=[CH:24][CH:25]=[CH:26][CH:27]=2)[N:22]=1.C([O-])(O)=O.[Na+]. The catalyst is C(Cl)Cl.O. The product is [CH3:1][O:2][C:3]([CH:5]1[CH:10]([NH:11][S:39]([C:36]2[CH:37]=[CH:38][C:33]([O:32][CH2:31][C:29]3[C:28]4[C:23](=[CH:24][CH:25]=[CH:26][CH:27]=4)[N:22]=[C:21]([CH3:20])[CH:30]=3)=[CH:34][CH:35]=2)(=[O:40])=[O:41])[CH2:9][CH2:8][N:7]([C:12]([O:14][C:15]([CH3:18])([CH3:17])[CH3:16])=[O:13])[CH2:6]1)=[O:4]. The yield is 0.550. (6) The reactants are [Br:1][C:2]1[CH:7]=[CH:6][C:5]([C:8]2[C:9]([C:20]3[CH:25]=[CH:24][C:23]([C:26]#[N:27])=[CH:22][C:21]=3[CH3:28])=[C:10]([CH2:13][CH2:14][C:15]([O:17]CC)=[O:16])[S:11][CH:12]=2)=[CH:4][CH:3]=1.[OH-:29].[Na+].OO. The catalyst is CS(C)=O. The product is [Br:1][C:2]1[CH:3]=[CH:4][C:5]([C:8]2[C:9]([C:20]3[CH:25]=[CH:24][C:23]([C:26](=[O:29])[NH2:27])=[CH:22][C:21]=3[CH3:28])=[C:10]([CH2:13][CH2:14][C:15]([OH:17])=[O:16])[S:11][CH:12]=2)=[CH:6][CH:7]=1. The yield is 0.0830.